This data is from Drug-target binding data from BindingDB using IC50 measurements. The task is: Regression. Given a target protein amino acid sequence and a drug SMILES string, predict the binding affinity score between them. We predict pIC50 (pIC50 = -log10(IC50 in M); higher means more potent). Dataset: bindingdb_ic50. (1) The pIC50 is 5.8. The target protein (P41235) has sequence MRLSKTLVDMDMADYSAALDPAYTTLEFENVQVLTMGNDTSPSEGTNLNAPNSLGVSALCAICGDRATGKHYGASSCDGCKGFFRRSVRKNHMYSCRFSRQCVVDKDKRNQCRYCRLKKCFRAGMKKEAVQNERDRISTRRSSYEDSSLPSINALLQAEVLSRQITSPVSGINGDIRAKKIASIADVCESMKEQLLVLVEWAKYIPAFCELPLDDQVALLRAHAGEHLLLGATKRSMVFKDVLLLGNDYIVPRHCPELAEMSRVSIRILDELVLPFQELQIDDNEYAYLKAIIFFDPDAKGLSDPGKIKRLRSQVQVSLEDYINDRQYDSRGRFGELLLLLPTLQSITWQMIEQIQFIKLFGMAKIDNLLQEMLLGGSPSDAPHAHHPLHPHLMQEHMGTNVIVANTMPTHLSNGQMCEWPRPRGQAATPETPQPSPPGGSGSEPYKLLPGAVATIVKPLSAIPQPTITKQEVI. The drug is COc1ccc(C(C(=O)NC(C)(C)C)n2c(=O)c(-c3ccco3)nc3ccccc32)cc1. (2) The small molecule is COc1cccc(Cn2cnc3cc(C(=O)O)ccc32)c1. The target protein sequence is MERKLHSGMHHATLRQLQESGCEIAPHNLMYPVFIVSNDDDVQPIASMPGISRFGLNRLKEHLEPLVAKGLSSVLLFGVVDPDMKDEQASNADSAKNPVVLALPKLREWFPDLLIACDVCICPYSSHGHCGLLGETGLENGPSIKRIAEIAVAYAKAGAHIVAPSDMMDNRVKAIKQALIDAQMNSVSLLAYSAKFTSNFYGPFREAAQSAPKFGDRRCYQLPSGSRSLAMRAIQRDVAEGADMLMVKPGMPYLDILRSTKDSYPYHTLYVYQVSGEFAMLYHAAKAGAFDLKDAVLEAMKGFRRAGADCIITYYTPFLLDIIGKVK. The pIC50 is 3.4. (3) The drug is CO[C@]1(C)CC[C@]2(CC1)NC(=O)C(c1cc(-c3ccc(Cl)c(F)c3)ccc1C)=C2O. The target protein sequence is LDLLEEKEGSLSPASVGSDTLSDLGISSLQDGLALHIRSSMSGLHLVKQGRDRKKIDSQRDFTVASPAEFVTRFGGNKVIEKVLIANNGIAAVKCMRSIRRWSYEMFRNERAIRFVVMVTPEDLKANAEYIKMADHYVPVPGGPNNNNYANVELILDIAKRIPVQAVWAGWGHASENPKLPELLLKNGIAFMGPPSQAMWALGDKIASSIVAQTAGIPTLPWSGSGLRVDWQENDFSKRILNVPQELYEKGYVKDVDDGLQAAEEVGYPVMIKASEGGGGKGIRKVNNADDFPNLFRQVQAEVPGSPIFVMRLAKQSRHLEVQILADQYGNAISLFGRDCSVQRRHQKIIEEAPATIATPAVFEHMEQCAVKLAKMVGYVSAGTVEYLYSQDGSFYFLELNPRLQVEHPCTEMVADVNLPAAQLQIAMGIPLYRIKDIRMMYGVSPWGDSPIDFEDSAHVPCPRGHVIAARITSENPDEGFKPSSGTVQELNFRSNKNVW.... The pIC50 is 7.1. (4) The drug is O=C(Nc1ccccc1Cl)[C@H]1C[C@@H]1c1cccc(F)c1. The target protein (Q3UVX5) has sequence MVLLLILSVLLLKEDVRGSAQSSERRVVAHMPGDIIIGALFSVHHQPTVDKVHERKCGAVREQYGIQRVEAMLHTLERINSDPTLLPNITLGCEIRDSCWHSAVALEQSIEFIRDSLISSEEEEGLVRCVDGSSSFRSKKPIVGVIGPGSSSVAIQVQNLLQLFNIPQIAYSATSMDLSDKTLFKYFMRVVPSDAQQARAMVDIVKRYNWTYVSAVHTEGNYGESGMEAFKDMSAKEGICIAHSYKIYSNAGEQSFDKLLKKLRSHLPKARVVACFCEGMTVRGLLMAMRRLGLAGEFLLLGSDGWADRYDVTDGYQREAVGGITIKLQSPDVKWFDDYYLKLRPETNLRNPWFQEFWQHRFQCRLEGFAQENSKYNKTCNSSLTLRTHHVQDSKMGFVINAIYSMAYGLHNMQMSLCPGYAGLCDAMKPIDGRKLLDSLMKTNFTGVSGDMILFDENGDSPGRYEIMNFKEMGKDYFDYINVGSWDNGELKMDDDEVWS.... The pIC50 is 3.7.